From a dataset of Full USPTO retrosynthesis dataset with 1.9M reactions from patents (1976-2016). Predict the reactants needed to synthesize the given product. (1) Given the product [N+:1]([C:4]1[CH:11]=[CH:10][C:7]([CH2:8][N:12]([CH2:8][C:7]2[CH:10]=[CH:11][C:4]([N+:1]([O-:3])=[O:2])=[CH:5][CH:6]=2)[CH2:8][C:7]2[CH:10]=[CH:11][C:4]([N+:1]([O-:2])=[O:13])=[CH:5][CH:6]=2)=[CH:6][CH:5]=1)([O-:3])=[O:2], predict the reactants needed to synthesize it. The reactants are: [N+:1]([C:4]1[CH:11]=[CH:10][C:7]([CH2:8]Br)=[CH:6][CH:5]=1)([O-:3])=[O:2].[NH3:12].[OH2:13]. (2) Given the product [CH2:1]([C:9]1[CH:21]=[CH:20][C:12]([C:13]([OH:15])=[O:14])=[C:11]([NH:22][C:23]2[CH:28]=[CH:27][C:26]([O:29][C:30]([F:31])([F:32])[F:33])=[CH:25][CH:24]=2)[CH:10]=1)[CH2:2][C:3]1[CH:4]=[CH:5][CH:6]=[CH:7][CH:8]=1, predict the reactants needed to synthesize it. The reactants are: [CH2:1]([C:9]1[CH:21]=[CH:20][C:12]([C:13]([O:15]C(C)(C)C)=[O:14])=[C:11]([NH:22][C:23]2[CH:28]=[CH:27][C:26]([O:29][C:30]([F:33])([F:32])[F:31])=[CH:25][CH:24]=2)[CH:10]=1)[CH2:2][C:3]1[CH:8]=[CH:7][CH:6]=[CH:5][CH:4]=1. (3) Given the product [CH:6]([C:9]1([CH2:17][OH:18])[CH2:14][CH2:13][C:12]([CH3:15])=[CH:11][CH:10]1[CH3:16])([CH3:8])[CH3:7], predict the reactants needed to synthesize it. The reactants are: C([Mg]Cl)(C)C.[CH:6]([C:9]1([CH:17]=[O:18])[CH2:14][CH2:13][C:12]([CH3:15])=[CH:11][CH:10]1[CH3:16])([CH3:8])[CH3:7]. (4) Given the product [Cl:29][C:30]1[CH:39]=[C:38]2[C:33]([C:34]([N:40]3[C:5]([C:7]4[C:12](=[O:13])[CH:11]=[CH:10][N:9]([C:14]5[CH:19]=[CH:18][CH:17]=[C:16]([S:20]([N:23]6[CH2:24][CH2:25][CH2:26][CH2:27]6)(=[O:22])=[O:21])[CH:15]=5)[N:8]=4)=[CH:4][CH:3]=[N:41]3)=[CH:35][CH:36]=[N:37]2)=[CH:32][CH:31]=1, predict the reactants needed to synthesize it. The reactants are: CN(C)/[CH:3]=[CH:4]/[C:5]([C:7]1[C:12](=[O:13])[CH:11]=[CH:10][N:9]([C:14]2[CH:19]=[CH:18][CH:17]=[C:16]([S:20]([N:23]3[CH2:27][CH2:26][CH2:25][CH2:24]3)(=[O:22])=[O:21])[CH:15]=2)[N:8]=1)=O.[Cl:29][C:30]1[CH:39]=[C:38]2[C:33]([C:34]([NH:40][NH2:41])=[CH:35][CH:36]=[N:37]2)=[CH:32][CH:31]=1. (5) Given the product [CH3:25][C:20]1([CH3:26])[C:21]([CH3:24])([CH3:23])[O:22][B:18]([C:2]2[CH:7]=[CH:6][C:5]([C:8]3([C:11]([NH:13][S:14]([CH3:17])(=[O:16])=[O:15])=[O:12])[CH2:10][CH2:9]3)=[CH:4][CH:3]=2)[O:19]1, predict the reactants needed to synthesize it. The reactants are: Br[C:2]1[CH:7]=[CH:6][C:5]([C:8]2([C:11]([NH:13][S:14]([CH3:17])(=[O:16])=[O:15])=[O:12])[CH2:10][CH2:9]2)=[CH:4][CH:3]=1.[B:18]1([B:18]2[O:22][C:21]([CH3:24])([CH3:23])[C:20]([CH3:26])([CH3:25])[O:19]2)[O:22][C:21]([CH3:24])([CH3:23])[C:20]([CH3:26])([CH3:25])[O:19]1. (6) Given the product [Br:18][C:5]1[C:4]2[C:8](=[CH:9][CH:10]=[C:2]([F:1])[CH:3]=2)[N:7]([C:11]([O:13][C:14]([CH3:17])([CH3:16])[CH3:15])=[O:12])[CH:6]=1, predict the reactants needed to synthesize it. The reactants are: [F:1][C:2]1[CH:3]=[C:4]2[C:8](=[CH:9][CH:10]=1)[N:7]([C:11]([O:13][C:14]([CH3:17])([CH3:16])[CH3:15])=[O:12])[CH:6]=[CH:5]2.[Br:18]NC(=O)CCC(N)=O.